Dataset: Full USPTO retrosynthesis dataset with 1.9M reactions from patents (1976-2016). Task: Predict the reactants needed to synthesize the given product. Given the product [CH2:1]([Si:3]([CH2:6][CH3:7])([CH2:4][CH3:5])[O:9][CH2:10][C@@H:11]1[CH:26]=[C:25]2[C@@H:15]([CH2:16][C:17]3[C:27]4[C:20](=[CH:21][CH:22]=[CH:23][C:24]2=4)[NH:19][CH:18]=3)[N:13]([CH3:14])[CH2:12]1)[CH3:2], predict the reactants needed to synthesize it. The reactants are: [CH2:1]([Si:3](Cl)([CH2:6][CH3:7])[CH2:4][CH3:5])[CH3:2].[OH:9][CH2:10][C@@H:11]1[CH:26]=[C:25]2[C@@H:15]([CH2:16][CH:17]3[C:27]4[C:20](=[CH:21][CH:22]=[CH:23][C:24]2=4)[NH:19][CH2:18]3)[N:13]([CH3:14])[CH2:12]1.C(N(CC)CC)C.O.